Predict the reactants needed to synthesize the given product. From a dataset of Full USPTO retrosynthesis dataset with 1.9M reactions from patents (1976-2016). (1) The reactants are: C(OC([N:8]1[CH2:13][CH2:12][O:11][C@@H:10]([C:14]2[CH:19]=[CH:18][CH:17]=[CH:16][CH:15]=2)[CH2:9]1)=O)(C)(C)C. Given the product [C:14]1([C@@H:10]2[O:11][CH2:12][CH2:13][NH:8][CH2:9]2)[CH:15]=[CH:16][CH:17]=[CH:18][CH:19]=1, predict the reactants needed to synthesize it. (2) The reactants are: COC(=O)[NH:4][C:5]1[CH:10]=[CH:9][C:8]([F:11])=[C:7]([CH:12]([OH:23])[C:13]2[C:21]3[C:20]([OH:22])=[N:19][CH:18]=[N:17][C:16]=3[NH:15][CH:14]=2)[C:6]=1[F:24].CC(OI1(OC(C)=O)(OC(C)=O)OC(=O)C2C=CC=CC1=2)=O.C(=O)(O)[O-].[Na+].S([O-])([O-])(=O)=S.[Na+].[Na+]. Given the product [NH2:4][C:5]1[C:6]([F:24])=[C:7]([C:12]([C:13]2[C:21]3[C:20]([OH:22])=[N:19][CH:18]=[N:17][C:16]=3[NH:15][CH:14]=2)=[O:23])[C:8]([F:11])=[CH:9][CH:10]=1, predict the reactants needed to synthesize it. (3) Given the product [Cl:30][C:24]1[CH:25]=[C:26]([Cl:29])[CH:27]=[CH:28][C:23]=1[CH2:22][C:10]1[C:11]([O:18][CH:19]([F:20])[F:21])=[N:12][C:13]2[C:8]([C:9]=1[CH3:31])=[C:7]([O:6][C@H:4]([CH3:5])[C:3]([OH:32])=[O:2])[CH:16]=[CH:15][C:14]=2[F:17], predict the reactants needed to synthesize it. The reactants are: C[O:2][C:3](=[O:32])[C@H:4]([O:6][C:7]1[CH:16]=[CH:15][C:14]([F:17])=[C:13]2[C:8]=1[C:9]([CH3:31])=[C:10]([CH2:22][C:23]1[CH:28]=[CH:27][C:26]([Cl:29])=[CH:25][C:24]=1[Cl:30])[C:11]([O:18][CH:19]([F:21])[F:20])=[N:12]2)[CH3:5].CO.[OH-].[Li+].C(O)(=O)C. (4) Given the product [Br:1][C:2]1[CH:7]=[CH:6][N:5]=[C:4]2[N:8]([CH2:18][O:17][CH2:16][CH2:15][Si:12]([CH3:14])([CH3:13])[CH3:11])[CH:9]=[CH:10][C:3]=12, predict the reactants needed to synthesize it. The reactants are: [Br:1][C:2]1[CH:7]=[CH:6][N:5]=[C:4]2[NH:8][CH:9]=[CH:10][C:3]=12.[CH3:11][Si:12]([CH2:15][CH2:16][O:17][CH2:18]Cl)([CH3:14])[CH3:13].CCN(C(C)C)C(C)C. (5) Given the product [C:17]1([C:9]2[C:10]3[CH:16]=[CH:15][CH:14]=[CH:13][C:11]=3[S:12][C:8]=2[NH2:7])[CH:18]=[CH:19][CH:20]=[CH:21][CH:22]=1, predict the reactants needed to synthesize it. The reactants are: C(OC(=O)[NH:7][C:8]1[S:12][C:11]2[CH:13]=[CH:14][CH:15]=[CH:16][C:10]=2[C:9]=1[C:17]1[CH:22]=[CH:21][CH:20]=[CH:19][CH:18]=1)(C)(C)C.Cl. (6) Given the product [F:1][C:2]1[CH:3]=[C:4]2[C:5](=[CH:6][C:7]=1[F:8])[NH:9][C:12](=[O:13])[CH:11]=[N:10]2, predict the reactants needed to synthesize it. The reactants are: [F:1][C:2]1[CH:3]=[C:4]([NH2:10])[C:5]([NH2:9])=[CH:6][C:7]=1[F:8].[C:11](OCC)(=O)[CH:12]=[O:13].